From a dataset of Forward reaction prediction with 1.9M reactions from USPTO patents (1976-2016). Predict the product of the given reaction. (1) Given the reactants C[Si](C)(C)Cl.Br[CH2:7][C:8]([O:10][CH3:11])=[O:9].[C:12]1([CH2:18][CH2:19][C:20](=[O:24])[CH2:21][CH2:22][CH3:23])[CH:17]=[CH:16][CH:15]=[CH:14][CH:13]=1.C(=O)C1C=CC=CC=1.CC(=O)CCC.C1(C=CC(=O)CCC)C=CC=CC=1.Cl, predict the reaction product. The product is: [OH:24][C:20]([CH2:19][CH2:18][C:12]1[CH:13]=[CH:14][CH:15]=[CH:16][CH:17]=1)([CH2:21][CH2:22][CH3:23])[CH2:7][C:8]([O:10][CH3:11])=[O:9]. (2) Given the reactants [CH:1](NC(C)C)(C)C.C([Li])CCC.[C:13]([O:17][C:18]([CH:20]1[CH2:27][CH2:26][CH2:25][CH:24]=[CH:23][CH2:22][CH2:21]1)=[O:19])([CH3:16])([CH3:15])[CH3:14].CI.Cl, predict the reaction product. The product is: [C:13]([O:17][C:18]([C:20]1([CH3:1])[CH2:21][CH2:22][CH2:23][CH:24]=[CH:25][CH2:26][CH2:27]1)=[O:19])([CH3:16])([CH3:14])[CH3:15]. (3) Given the reactants [F:1][C:2]([F:23])([F:22])[C:3]1[CH:17]=[C:16]([C:18]([F:21])([F:20])[F:19])[CH:15]=[CH:14][C:4]=1[CH2:5][N:6]1[CH2:11]CC(C=O)C[CH2:7]1.[NH:24]=[C:25]1[CH2:29][N:28]([CH3:30])[C:27](=[O:31])[N:26]1C(C1C=CC=CC=1)=O.[CH3:40][C:41]([CH3:44])([O-])[CH3:42].[K+].[Cl-].[NH4+], predict the reaction product. The product is: [NH2:24][C:25]1=[N:26][C:27](=[O:31])[N:28]([CH3:30])/[C:29]/1=[CH:40]/[CH:41]1[CH2:44][CH2:11][N:6]([CH2:5][C:4]2[CH:14]=[CH:15][C:16]([C:18]([F:20])([F:19])[F:21])=[CH:17][C:3]=2[C:2]([F:23])([F:22])[F:1])[CH2:7][CH2:42]1. (4) Given the reactants Br[C:2]1[CH:7]=[CH:6][C:5]([CH2:8][C:9]([N:11]([CH3:13])[CH3:12])=[O:10])=[CH:4][CH:3]=1.[F:14][C:15]([F:26])([F:25])[C:16]1[C:24]2[CH2:23][CH2:22][CH2:21][CH2:20][C:19]=2[NH:18][N:17]=1, predict the reaction product. The product is: [CH3:12][N:11]([CH3:13])[C:9](=[O:10])[CH2:8][C:5]1[CH:6]=[CH:7][C:2]([N:18]2[C:19]3[CH2:20][CH2:21][CH2:22][CH2:23][C:24]=3[C:16]([C:15]([F:14])([F:26])[F:25])=[N:17]2)=[CH:3][CH:4]=1. (5) The product is: [Cl:23][C:24]1[NH:32][C:31]2[C:30](=[O:33])[N:29]([CH2:34][CH2:35][CH2:36][CH2:37][C:38]3[N:39]=[C:6]([C:5]4[CH:4]=[CH:3][C:2]([OH:1])=[CH:10][CH:9]=4)[O:8][N:41]=3)[C:28](=[O:43])[N:27]([CH2:44][CH2:45][CH3:46])[C:26]=2[N:25]=1. Given the reactants [OH:1][C:2]1[CH:10]=[CH:9][C:5]([C:6]([OH:8])=O)=[CH:4][CH:3]=1.C1N=CN(C(N2C=NC=C2)=O)C=1.[Cl:23][C:24]1[NH:32][C:31]2[C:30](=[O:33])[N:29]([CH2:34][CH2:35][CH2:36][CH2:37]/[C:38](=[N:41]/[H])/[NH:39]O)[C:28](=[O:43])[N:27]([CH2:44][CH2:45][CH3:46])[C:26]=2[N:25]=1.ClC1NC2C(=O)N(CCCC/C(=N/[H])/NO)C(=O)N(CCCCC)C=2N=1, predict the reaction product. (6) The product is: [N:10]1([C:2]2[CH:9]=[CH:8][C:5]([C:6]#[N:7])=[CH:4][CH:3]=2)[CH2:15][CH2:14][O:13][CH2:12][CH2:11]1. Given the reactants F[C:2]1[CH:9]=[CH:8][C:5]([C:6]#[N:7])=[CH:4][CH:3]=1.[NH:10]1[CH2:15][CH2:14][O:13][CH2:12][CH2:11]1, predict the reaction product. (7) Given the reactants [O:1]1[C:5]2[CH:6]=[CH:7][C:8]([C:10]([CH:12]3C(=O)O[C:15](C)([CH3:19])[O:14][C:13]3=[O:21])=[O:11])=[CH:9][C:4]=2[CH:3]=[CH:2]1.C(OCC)(=O)C, predict the reaction product. The product is: [O:1]1[C:5]2[CH:6]=[CH:7][C:8]([C:10](=[O:11])[CH2:12][C:13]([O:14][CH2:15][CH3:19])=[O:21])=[CH:9][C:4]=2[CH:3]=[CH:2]1. (8) Given the reactants [F:1][C:2]1[CH:7]=[C:6]([F:8])[CH:5]=[CH:4][C:3]=1[N:9]1[C:16]2[C@H:15]3[CH2:17][C@H:14]3[CH2:13][C:12]=2[C:11]([C:18](O)=[O:19])=[N:10]1.C1CN([P+](ON2N=NC3C=CC=CC2=3)(N2CCCC2)N2CCCC2)CC1.F[P-](F)(F)(F)(F)F.CCN(C(C)C)C(C)C.[NH2:63][C:64]1([CH2:69][OH:70])[CH2:68][CH2:67][CH2:66][CH2:65]1, predict the reaction product. The product is: [OH:70][CH2:69][C:64]1([NH:63][C:18]([C:11]2[C:12]3[CH2:13][C@@H:14]4[CH2:17][C@@H:15]4[C:16]=3[N:9]([C:3]3[CH:4]=[CH:5][C:6]([F:8])=[CH:7][C:2]=3[F:1])[N:10]=2)=[O:19])[CH2:68][CH2:67][CH2:66][CH2:65]1. (9) Given the reactants C([O:3][C:4](=[O:33])[CH2:5][N:6]1[C:14]2[C:9](=[CH:10][CH:11]=[C:12]([CH2:15][C:16](=[O:32])[NH:17][CH2:18][C:19]#[C:20][C:21]3[CH:26]=[CH:25][C:24]([O:27][C:28]([F:31])([F:30])[F:29])=[CH:23][CH:22]=3)[CH:13]=2)[CH:8]=[CH:7]1)C.[Li+].[OH-], predict the reaction product. The product is: [F:30][C:28]([F:29])([F:31])[O:27][C:24]1[CH:23]=[CH:22][C:21]([C:20]#[C:19][CH2:18][NH:17][C:16]([CH2:15][C:12]2[CH:13]=[C:14]3[C:9]([CH:8]=[CH:7][N:6]3[CH2:5][C:4]([OH:33])=[O:3])=[CH:10][CH:11]=2)=[O:32])=[CH:26][CH:25]=1. (10) Given the reactants [C:1]([NH:5][C:6]([C:8]1[C:16]2[C:11](=[N:12][CH:13]=[C:14]([C:17]3[C:25]4[C:20](=[CH:21][CH:22]=[C:23]([O:26][CH:27]([F:29])[F:28])[CH:24]=4)[N:19]([CH2:30][CH2:31][C:32]([N:34]([CH3:36])[CH3:35])=[O:33])[N:18]=3)[N:15]=2)[N:10](COCC[Si](C)(C)C)[CH:9]=1)=[O:7])([CH3:4])([CH3:3])[CH3:2].FC(F)(F)C(O)=O, predict the reaction product. The product is: [C:1]([NH:5][C:6]([C:8]1[C:16]2[C:11](=[N:12][CH:13]=[C:14]([C:17]3[C:25]4[C:20](=[CH:21][CH:22]=[C:23]([O:26][CH:27]([F:28])[F:29])[CH:24]=4)[N:19]([CH2:30][CH2:31][C:32](=[O:33])[N:34]([CH3:36])[CH3:35])[N:18]=3)[N:15]=2)[NH:10][CH:9]=1)=[O:7])([CH3:4])([CH3:3])[CH3:2].